Dataset: Full USPTO retrosynthesis dataset with 1.9M reactions from patents (1976-2016). Task: Predict the reactants needed to synthesize the given product. (1) Given the product [CH2:1]([C@@H:3]1[CH2:7][O:6][C:5]([C:8]2[NH:12][C:11]([C:13]3[CH:14]=[C:15]([CH:16]=[C:17]([O:19][C@@H:20]([CH3:24])[CH2:21][O:22][CH3:23])[CH:18]=3)[O:25][C:27]3[CH:32]=[N:31][C:30]([S:33]([CH3:36])(=[O:35])=[O:34])=[CH:29][N:28]=3)=[CH:10][CH:9]=2)=[N:4]1)[CH3:2], predict the reactants needed to synthesize it. The reactants are: [CH2:1]([C@@H:3]1[CH2:7][O:6][C:5]([C:8]2[NH:12][C:11]([C:13]3[CH:14]=[C:15]([OH:25])[CH:16]=[C:17]([O:19][C@@H:20]([CH3:24])[CH2:21][O:22][CH3:23])[CH:18]=3)=[CH:10][CH:9]=2)=[N:4]1)[CH3:2].Cl[C:27]1[CH:32]=[N:31][C:30]([S:33]([CH3:36])(=[O:35])=[O:34])=[CH:29][N:28]=1.C(=O)([O-])[O-].[Cs+].[Cs+].O. (2) Given the product [Cl:1][C:2]1[N:3]=[C:4]([N:13]2[CH2:14][CH2:15][O:16][CH2:17][CH2:18]2)[C:5]2[S:10][C:9]([CH2:11][OH:12])=[CH:8][C:6]=2[N:7]=1, predict the reactants needed to synthesize it. The reactants are: [Cl:1][C:2]1[N:3]=[C:4]([N:13]2[CH2:18][CH2:17][O:16][CH2:15][CH2:14]2)[C:5]2[S:10][C:9]([CH:11]=[O:12])=[CH:8][C:6]=2[N:7]=1.[BH4-].[Na+]. (3) Given the product [Br:1][C:2]1[C:10]2[C:9]([O:18][C@H:19]([CH2:25][C:26]3[CH:31]=[CH:30][CH:29]=[CH:28][C:27]=3[O:32][CH:33]3[CH2:38][CH2:37][CH2:36][CH2:35][O:34]3)[C:20]([O:22][CH2:23][CH3:24])=[O:21])=[N:8][CH:7]=[N:6][C:5]=2[S:4][C:3]=1[C:12]1[O:13][C:14]([F:17])=[CH:15][CH:16]=1, predict the reactants needed to synthesize it. The reactants are: [Br:1][C:2]1[C:10]2[C:9](Cl)=[N:8][CH:7]=[N:6][C:5]=2[S:4][C:3]=1[C:12]1[O:13][C:14]([F:17])=[CH:15][CH:16]=1.[OH:18][C@H:19]([CH2:25][C:26]1[CH:31]=[CH:30][CH:29]=[CH:28][C:27]=1[O:32][CH:33]1[CH2:38][CH2:37][CH2:36][CH2:35][O:34]1)[C:20]([O:22][CH2:23][CH3:24])=[O:21].C([O-])([O-])=O.[Cs+].[Cs+]. (4) Given the product [CH2:49]([O:67][C:68]([C:12]1([CH:22]=[CH:21][CH:15]=[CH:14][CH2:13]1)[O:11][C:9]1[CH:8]=[CH:7][N:6]=[C:5]2[N:4]([CH2:23][C:24]3[CH:25]=[CH:26][C:27]([O:30][CH3:31])=[CH:28][CH:29]=3)[N:3]=[C:2]([NH:32][C@@H:33]3[CH2:38][CH2:37][CH2:36][N:35]([C:39]([O:41][C:42]([CH3:45])([CH3:44])[CH3:43])=[O:40])[CH2:34]3)[C:10]=12)=[O:89])[CH3:48], predict the reactants needed to synthesize it. The reactants are: I[C:2]1[C:10]2[C:5](=[N:6][CH:7]=[CH:8][C:9]=2[O:11][C:12]2[CH:22]=[CH:21][C:15](C(OCC)=O)=[CH:14][CH:13]=2)[N:4]([CH2:23][C:24]2[CH:29]=[CH:28][C:27]([O:30][CH3:31])=[CH:26][CH:25]=2)[N:3]=1.[NH2:32][C@@H:33]1[CH2:38][CH2:37][CH2:36][N:35]([C:39]([O:41][C:42]([CH3:45])([CH3:44])[CH3:43])=[O:40])[CH2:34]1.CC1(C)C2[C:68](=C(P(C3C=CC=CC=3)C3C=CC=CC=3)C=CC=2)[O:67][C:49]2C(P(C3C=CC=CC=3)C3C=CC=CC=3)=CC=C[C:48]1=2.C(=O)([O-])[O-:89].[Cs+].[Cs+]. (5) The reactants are: [Br:1][C:2]1[S:23][C:5]2[N:6]([CH3:22])[C:7](=[O:21])[N:8]([CH2:11][CH2:12][CH2:13][O:14][CH:15]3[CH2:20][CH2:19][CH2:18][CH2:17][O:16]3)[C:9](=[O:10])[C:4]=2[C:3]=1[CH:24]=[O:25].[Cl:26][C:27]1[CH:32]=[CH:31][C:30]([Mg]Br)=[CH:29][CH:28]=1. Given the product [Br:1][C:2]1[S:23][C:5]2[N:6]([CH3:22])[C:7](=[O:21])[N:8]([CH2:11][CH2:12][CH2:13][O:14][CH:15]3[CH2:20][CH2:19][CH2:18][CH2:17][O:16]3)[C:9](=[O:10])[C:4]=2[C:3]=1[CH:24]([C:30]1[CH:31]=[CH:32][C:27]([Cl:26])=[CH:28][CH:29]=1)[OH:25], predict the reactants needed to synthesize it. (6) Given the product [N+:23]([C:20]1[CH:21]=[CH:22][C:17]([O:1][C@@H:2]2[CH2:6][CH2:5][N:4]([C:7]([O:9][C:10]([CH3:13])([CH3:12])[CH3:11])=[O:8])[CH2:3]2)=[N:18][CH:19]=1)([O-:25])=[O:24], predict the reactants needed to synthesize it. The reactants are: [OH:1][C@@H:2]1[CH2:6][CH2:5][N:4]([C:7]([O:9][C:10]([CH3:13])([CH3:12])[CH3:11])=[O:8])[CH2:3]1.[H-].[Na+].Cl[C:17]1[CH:22]=[CH:21][C:20]([N+:23]([O-:25])=[O:24])=[CH:19][N:18]=1. (7) Given the product [OH:18][CH2:17][CH2:16][CH2:15][C:12]1[CH:13]=[CH:14][C:9]([C:8](=[C:21]2[CH2:22][C:23]([CH3:30])([CH3:29])[CH2:24][C:25]([CH3:28])([CH3:27])[CH2:26]2)[C:5]2[CH:4]=[CH:3][C:2]([OH:1])=[CH:7][CH:6]=2)=[CH:10][CH:11]=1, predict the reactants needed to synthesize it. The reactants are: [OH:1][C:2]1[CH:7]=[CH:6][C:5]([C:8](=[C:21]2[CH2:26][C:25]([CH3:28])([CH3:27])[CH2:24][C:23]([CH3:30])([CH3:29])[CH2:22]2)[C:9]2[CH:14]=[CH:13][C:12]([CH2:15][CH2:16][C:17](OC)=[O:18])=[CH:11][CH:10]=2)=[CH:4][CH:3]=1.[H-].[H-].[H-].[H-].[Li+].[Al+3].CCOC(C)=O.Cl. (8) Given the product [Cl:1][C:2]1[C:7]([O:8][CH2:9][C:10]([N:12]2[CH2:17][CH2:16][C:15]3[N:18]=[C:19]4[S:23][C:22]([CH3:24])=[N:21][N:20]4[C:14]=3[CH:13]2[C:25]2[CH:26]=[C:27]([CH2:30][N:39]([CH3:40])[CH3:38])[S:28][CH:29]=2)=[O:11])=[CH:6][CH:5]=[C:4]([N:32]2[CH2:37][CH2:36][O:35][CH2:34][CH2:33]2)[N:3]=1, predict the reactants needed to synthesize it. The reactants are: [Cl:1][C:2]1[C:7]([O:8][CH2:9][C:10]([N:12]2[CH2:17][CH2:16][C:15]3[N:18]=[C:19]4[S:23][C:22]([CH3:24])=[N:21][N:20]4[C:14]=3[CH:13]2[C:25]2[CH:26]=[C:27]([CH:30]=O)[S:28][CH:29]=2)=[O:11])=[CH:6][CH:5]=[C:4]([N:32]2[CH2:37][CH2:36][O:35][CH2:34][CH2:33]2)[N:3]=1.[CH3:38][NH:39][CH3:40].[BH4-].[Na+]. (9) Given the product [C@:1]12([C:7]([O:9][CH2:10][CH3:11])=[O:8])[CH2:6][C@H:5]1[CH2:4][N:3]([C:19]([O:21][C:22]([CH3:25])([CH3:24])[CH3:23])=[O:20])[CH2:2]2, predict the reactants needed to synthesize it. The reactants are: [C@:1]12([C:7]([O:9][CH2:10][CH3:11])=[O:8])[CH2:6][C@H:5]1[CH2:4][NH:3][CH2:2]2.C(N(CC)CC)C.[C:19](O[C:19]([O:21][C:22]([CH3:25])([CH3:24])[CH3:23])=[O:20])([O:21][C:22]([CH3:25])([CH3:24])[CH3:23])=[O:20]. (10) Given the product [CH3:1][O:2][C:3](=[O:26])[C:4]1[CH:9]=[CH:8][C:7]([O:10][CH2:11][CH2:12][C:13]2[N:14]=[C:15]([C:19]3[CH:24]=[CH:23][CH:22]=[CH:21][CH:20]=3)[O:16][C:17]=2[CH3:18])=[CH:6][C:5]=1[O:25][CH2:33][CH3:34], predict the reactants needed to synthesize it. The reactants are: [CH3:1][O:2][C:3](=[O:26])[C:4]1[CH:9]=[CH:8][C:7]([O:10][CH2:11][CH2:12][C:13]2[N:14]=[C:15]([C:19]3[CH:24]=[CH:23][CH:22]=[CH:21][CH:20]=3)[O:16][C:17]=2[CH3:18])=[CH:6][C:5]=1[OH:25].C([O-])([O-])=O.[K+].[K+].[CH2:33](I)[CH3:34].O.